This data is from Catalyst prediction with 721,799 reactions and 888 catalyst types from USPTO. The task is: Predict which catalyst facilitates the given reaction. (1) Reactant: F[C:2]1[CH:9]=[CH:8][C:5]([CH:6]=[O:7])=[CH:4][CH:3]=1.[F:10][C:11]1[CH:16]=[CH:15][CH:14]=[CH:13][C:12]=1[OH:17].C(=O)([O-])[O-:19].[K+].[K+].CC(=CC)C.P([O-])(O)(O)=O.[K+].Cl[O-].[Na+]. Product: [F:10][C:11]1[CH:16]=[CH:15][CH:14]=[CH:13][C:12]=1[O:17][C:2]1[CH:9]=[CH:8][C:5]([C:6]([OH:19])=[O:7])=[CH:4][CH:3]=1. The catalyst class is: 35. (2) Reactant: [Si]([O:8][CH:9]([C:23]([CH3:27])([CH3:26])[CH2:24]O)[CH:10]([NH:12][C:13](=[O:22])[O:14][CH2:15][C:16]1[CH:21]=[CH:20][CH:19]=[CH:18][CH:17]=1)[CH3:11])(C(C)(C)C)(C)C.C(N(CC)CC)C.S(Cl)(C)(=O)=O.O. Product: [OH:8][CH:9]1[C:23]([CH3:24])([CH3:26])[CH2:27][N:12]([C:13]([O:14][CH2:15][C:16]2[CH:17]=[CH:18][CH:19]=[CH:20][CH:21]=2)=[O:22])[CH:10]1[CH3:11]. The catalyst class is: 1.